Dataset: hERG Central: cardiac toxicity at 1µM, 10µM, and general inhibition. Task: Predict hERG channel inhibition at various concentrations. (1) The molecule is COc1cccc(NC(=O)CSc2nc3c(sc4ccccc43)c(=O)n2CCN(C)C)c1.Cl. Results: hERG_inhib (hERG inhibition (general)): blocker. (2) The molecule is CCC1CCCCN1C(=O)CSc1nc2ccsc2c(=O)n1Cc1ccccc1. Results: hERG_inhib (hERG inhibition (general)): blocker. (3) The compound is CCC(C(=O)c1ccc2ncccc2c1)c1ccccc1. Results: hERG_inhib (hERG inhibition (general)): blocker. (4) The molecule is Cc1cccc(NC(=O)CN2CCN(C(=O)c3cnn(Cc4ccccc4)c3)CC2)c1C. Results: hERG_inhib (hERG inhibition (general)): blocker. (5) The molecule is Cc1cc(C)n(-c2nc(SCCN(C)C)c3c4c(sc3n2)COC(C)(C)C4)n1. Results: hERG_inhib (hERG inhibition (general)): blocker. (6) The drug is COCCn1c(SCC(=O)N2CCCC2)nc2c([nH]c3ccccc32)c1=O. Results: hERG_inhib (hERG inhibition (general)): blocker.